From a dataset of Reaction yield outcomes from USPTO patents with 853,638 reactions. Predict the reaction yield, written as a fraction of the theoretical maximum amount of product (1.0 means a 100% yield; for example, 0.34 means a 34% yield). (1) The reactants are Cl.C(O[N:5]=[CH:6][C:7]1[CH:8]=[C:9]2[C:13](=[CH:14][CH:15]=1)[NH:12][N:11]=[C:10]2[C:16]1[CH:17]=[C:18]([NH:22][C:23](=[O:32])[C@H:24]([OH:31])[C:25]2[CH:30]=[CH:29][CH:28]=[CH:27][CH:26]=2)[CH:19]=[CH:20][CH:21]=1)C.[NH2:33][NH:34][C:35](=O)[CH2:36][N:37]([CH3:39])[CH3:38].C[O-].[Na+]. The catalyst is CO. The product is [CH3:38][N:37]([CH2:36][C:35]1[NH:34][N:33]=[C:6]([C:7]2[CH:8]=[C:9]3[C:13](=[CH:14][CH:15]=2)[NH:12][N:11]=[C:10]3[C:16]2[CH:17]=[C:18]([NH:22][C:23](=[O:32])[C@H:24]([OH:31])[C:25]3[CH:26]=[CH:27][CH:28]=[CH:29][CH:30]=3)[CH:19]=[CH:20][CH:21]=2)[N:5]=1)[CH3:39]. The yield is 0.0900. (2) The reactants are [F:1][C:2]1[CH:7]=[CH:6][C:5]([NH:8][C:9]([C:11]2([C:14]([NH:16][C:17]3[CH:22]=[CH:21][C:20]([O:23][C:24]4[C:33]5[C:28](=[CH:29][C:30]([OH:36])=[C:31]([O:34][CH3:35])[CH:32]=5)[N:27]=[CH:26][N:25]=4)=[C:19]([F:37])[CH:18]=3)=[O:15])[CH2:13][CH2:12]2)=[O:10])=[CH:4][CH:3]=1.[C:38]([O:42][C:43]([N:45]1[CH2:50][CH2:49][CH:48]([CH2:51]OS(C)(=O)=O)[CH2:47][CH2:46]1)=[O:44])([CH3:41])([CH3:40])[CH3:39].C([O-])([O-])=O.[K+].[K+]. The catalyst is CN(C=O)C.CCOC(C)=O. The product is [C:38]([O:42][C:43]([N:45]1[CH2:50][CH2:49][CH:48]([CH2:51][O:36][C:30]2[CH:29]=[C:28]3[C:33]([C:24]([O:23][C:20]4[CH:21]=[CH:22][C:17]([NH:16][C:14]([C:11]5([C:9](=[O:10])[NH:8][C:5]6[CH:4]=[CH:3][C:2]([F:1])=[CH:7][CH:6]=6)[CH2:13][CH2:12]5)=[O:15])=[CH:18][C:19]=4[F:37])=[N:25][CH:26]=[N:27]3)=[CH:32][C:31]=2[O:34][CH3:35])[CH2:47][CH2:46]1)=[O:44])([CH3:41])([CH3:39])[CH3:40]. The yield is 0.600. (3) The reactants are [NH2:1][C:2]1[CH:3]=[C:4]([C:8]2[C:16]([C:17]3[CH:22]=[CH:21][N:20]=[C:19]([NH:23][C:24]4[CH:29]=[CH:28][CH:27]=[C:26]([O:30][CH2:31][CH2:32][CH2:33][N:34]5[CH2:38][CH2:37][CH2:36][CH2:35]5)[CH:25]=4)[N:18]=3)=[C:11]3[CH:12]=[CH:13][CH:14]=[CH:15][N:10]3[N:9]=2)[CH:5]=[CH:6][CH:7]=1.[S:39]1[CH:43]=[CH:42][CH:41]=[C:40]1[CH2:44][C:45](Cl)=[O:46]. No catalyst specified. The product is [N:34]1([CH2:33][CH2:32][CH2:31][O:30][C:26]2[CH:25]=[C:24]([NH:23][C:19]3[N:18]=[C:17]([C:16]4[C:8]([C:4]5[CH:3]=[C:2]([NH:1][C:45](=[O:46])[CH2:44][C:40]6[S:39][CH:43]=[CH:42][CH:41]=6)[CH:7]=[CH:6][CH:5]=5)=[N:9][N:10]5[CH:15]=[CH:14][CH:13]=[CH:12][C:11]=45)[CH:22]=[CH:21][N:20]=3)[CH:29]=[CH:28][CH:27]=2)[CH2:35][CH2:36][CH2:37][CH2:38]1. The yield is 0.510. (4) The reactants are [Cl:1][C:2]1[CH:34]=[CH:33][C:5]([CH2:6][NH:7][C:8](=[O:32])[CH2:9][C@@H:10]2[CH2:21][C@H:20]([OH:22])[C@@H:19]([OH:23])[CH2:18][CH2:17][C:16](=[O:24])[O:15][C@H:14]([C:25]3[CH:30]=[CH:29][CH:28]=[CH:27][CH:26]=3)[CH2:13][NH:12][C:11]2=[O:31])=[CH:4][CH:3]=1.CO[C:37](OC)([CH3:39])[CH3:38].C1(C)C=CC(S([O-])(=O)=O)=CC=1.[NH+]1C=CC=CC=1. The catalyst is CN(C=O)C. The product is [Cl:1][C:2]1[CH:34]=[CH:33][C:5]([CH2:6][NH:7][C:8](=[O:32])[CH2:9][C@@H:10]2[CH2:21][C@@H:20]3[O:22][C:37]([CH3:39])([CH3:38])[O:23][C@H:19]3[CH2:18][CH2:17][C:16](=[O:24])[O:15][C@H:14]([C:25]3[CH:26]=[CH:27][CH:28]=[CH:29][CH:30]=3)[CH2:13][NH:12][C:11]2=[O:31])=[CH:4][CH:3]=1. The yield is 0.670.